From a dataset of Full USPTO retrosynthesis dataset with 1.9M reactions from patents (1976-2016). Predict the reactants needed to synthesize the given product. (1) Given the product [OH:1][CH2:2][CH2:3][CH2:4][N:5]1[CH2:10][CH2:9][C:8](=[N:13][OH:14])[CH2:7][CH2:6]1, predict the reactants needed to synthesize it. The reactants are: [OH:1][CH2:2][CH2:3][CH2:4][N:5]1[CH2:10][CH2:9][C:8](=O)[CH2:7][CH2:6]1.Cl.[NH2:13][OH:14]. (2) Given the product [O:16]=[C:10]1[C:9](=[CH:17][C:19]2[NH:20][C:21]3[CH2:22][CH2:23][CH2:24][CH2:25][C:26]=3[C:27]=2[CH2:28][CH2:29][C:30]([OH:32])=[O:31])[C:8]2[C:12](=[CH:13][CH:14]=[CH:15][C:7]=2[C:4]2[CH:5]=[CH:6][N:1]=[CH:2][CH:3]=2)[NH:11]1, predict the reactants needed to synthesize it. The reactants are: [N:1]1[CH:6]=[CH:5][C:4]([C:7]2[CH:15]=[CH:14][CH:13]=[C:12]3[C:8]=2[CH2:9][C:10](=[O:16])[NH:11]3)=[CH:3][CH:2]=1.[CH:17]([C:19]1[NH:20][C:21]2[CH2:22][CH2:23][CH2:24][CH2:25][C:26]=2[C:27]=1[CH2:28][CH2:29][C:30]([OH:32])=[O:31])=O. (3) The reactants are: [C:1]([NH:9][C@H:10]1[CH2:14][N:13](C(OC(C)(C)C)=O)[C@H:12]([C:22]([OH:24])=O)[CH2:11]1)(=[O:8])[C:2]1[CH:7]=[CH:6][CH:5]=[CH:4][CH:3]=1.[ClH:25].[C:26]([C@@H:28]1[CH2:32][CH2:31][CH2:30][NH:29]1)#[N:27]. Given the product [ClH:25].[C:1]([NH:9][C@H:10]1[CH2:14][NH:13][C@H:12]([C:22]([N:29]2[CH2:30][CH2:31][CH2:32][C@H:28]2[C:26]#[N:27])=[O:24])[CH2:11]1)(=[O:8])[C:2]1[CH:3]=[CH:4][CH:5]=[CH:6][CH:7]=1, predict the reactants needed to synthesize it.